From a dataset of Reaction yield outcomes from USPTO patents with 853,638 reactions. Predict the reaction yield, written as a fraction of the theoretical maximum amount of product (1.0 means a 100% yield; for example, 0.34 means a 34% yield). (1) The reactants are Br[CH2:2][CH2:3][CH2:4][CH2:5][CH2:6][C:7]([O:9][CH:10]([CH:21]([CH2:32][CH2:33][CH2:34]/[CH:35]=[CH:36]\[CH2:37][CH2:38][CH2:39][CH2:40][CH3:41])[CH2:22][CH2:23][CH2:24]/[CH:25]=[CH:26]\[CH2:27][CH2:28][CH2:29][CH2:30][CH3:31])[CH2:11][CH2:12][CH2:13]/[CH:14]=[CH:15]\[CH2:16][CH2:17][CH2:18][CH2:19][CH3:20])=[O:8].[CH3:42][NH:43][CH3:44]. The catalyst is C(O)C. The product is [CH3:42][N:43]([CH3:44])[CH2:2][CH2:3][CH2:4][CH2:5][CH2:6][C:7]([O:9][CH:10]([CH:21]([CH2:32][CH2:33][CH2:34]/[CH:35]=[CH:36]\[CH2:37][CH2:38][CH2:39][CH2:40][CH3:41])[CH2:22][CH2:23][CH2:24]/[CH:25]=[CH:26]\[CH2:27][CH2:28][CH2:29][CH2:30][CH3:31])[CH2:11][CH2:12][CH2:13]/[CH:14]=[CH:15]\[CH2:16][CH2:17][CH2:18][CH2:19][CH3:20])=[O:8]. The yield is 0.690. (2) The reactants are [Si:1](Cl)([C:4]([CH3:7])([CH3:6])[CH3:5])([CH3:3])[CH3:2].[Br:9][C:10]1[CH:15]=[CH:14][C:13]([CH2:16][OH:17])=[CH:12][CH:11]=1.N1C=CN=C1. The catalyst is CN(C=O)C. The product is [Br:9][C:10]1[CH:15]=[CH:14][C:13]([CH2:16][O:17][Si:1]([C:4]([CH3:7])([CH3:6])[CH3:5])([CH3:3])[CH3:2])=[CH:12][CH:11]=1. The yield is 1.00. (3) The reactants are CS([O:5][CH2:6][C@@H:7]1[O:16][CH2:15][C@@H:10]2[CH2:11][O:12][CH2:13][CH2:14][N:9]2[CH2:8]1)(=O)=O.Cl.[Br:18][C:19]1[CH:24]=[CH:23][C:22]([NH:25][C:26]2[C:35]3[C:30](=[CH:31][C:32](O)=[C:33]([O:36][CH3:37])[CH:34]=3)[N:29]=[CH:28][N:27]=2)=[C:21]([F:39])[C:20]=1[Cl:40].C(=O)([O-])[O-].[K+].[K+]. The catalyst is CN(C=O)C. The product is [ClH:40].[Br:18][C:19]1[CH:24]=[CH:23][C:22]([NH:25][C:26]2[C:35]3[C:30](=[CH:31][C:32]([O:5][CH2:6][C@@H:7]4[O:16][CH2:15][C@@H:10]5[CH2:11][O:12][CH2:13][CH2:14][N:9]5[CH2:8]4)=[C:33]([O:36][CH3:37])[CH:34]=3)[N:29]=[CH:28][N:27]=2)=[C:21]([F:39])[C:20]=1[Cl:40]. The yield is 0.100. (4) The reactants are [Cl:1][C:2]1[C:7]([O:8][CH2:9][CH3:10])=[CH:6][C:5]([CH2:11][OH:12])=[CH:4][C:3]=1[O:13][CH2:14][CH3:15]. The catalyst is C1COCC1.O=[Mn]=O. The product is [Cl:1][C:2]1[C:7]([O:8][CH2:9][CH3:10])=[CH:6][C:5]([CH:11]=[O:12])=[CH:4][C:3]=1[O:13][CH2:14][CH3:15]. The yield is 0.920.